Dataset: Peptide-MHC class II binding affinity with 134,281 pairs from IEDB. Task: Regression. Given a peptide amino acid sequence and an MHC pseudo amino acid sequence, predict their binding affinity value. This is MHC class II binding data. (1) The peptide sequence is ALISKYAGINVLN. The MHC is DRB5_0101 with pseudo-sequence DRB5_0101. The binding affinity (normalized) is 0.0365. (2) The peptide sequence is ASSDITAQLSQLISL. The MHC is HLA-DPA10103-DPB10401 with pseudo-sequence HLA-DPA10103-DPB10401. The binding affinity (normalized) is 0.286. (3) The peptide sequence is NLNIKLNMPLYIAGN. The MHC is HLA-DQA10102-DQB10502 with pseudo-sequence HLA-DQA10102-DQB10502. The binding affinity (normalized) is 0.157. (4) The peptide sequence is EKKYFAAFQFEPLAA. The MHC is HLA-DPA10201-DPB11401 with pseudo-sequence HLA-DPA10201-DPB11401. The binding affinity (normalized) is 0.577. (5) The MHC is DRB1_0401 with pseudo-sequence DRB1_0401. The binding affinity (normalized) is 0.523. The peptide sequence is SAIRAAPEAARSLAS. (6) The peptide sequence is WASHIHLVIHRIRTL. The MHC is DRB3_0301 with pseudo-sequence DRB3_0301. The binding affinity (normalized) is 0.703.